From a dataset of Full USPTO retrosynthesis dataset with 1.9M reactions from patents (1976-2016). Predict the reactants needed to synthesize the given product. (1) The reactants are: COC(=O)[C:4]1[CH:9]=[CH:8][CH:7]=[C:6]([CH2:10][O:11][C:12]2[CH:17]=[CH:16][C:15]([C:18]3[CH:23]=[C:22]([F:24])[C:21]([F:25])=[CH:20][C:19]=3[O:26][CH3:27])=[CH:14][CH:13]=2)[C:5]=1[NH:28][N:29]([C:34]([O:36]C(C)(C)C)=O)[CH2:30][CH2:31][O:32][CH3:33].Cl. Given the product [F:25][C:21]1[C:22]([F:24])=[CH:23][C:18]([C:15]2[CH:16]=[CH:17][C:12]([O:11][CH2:10][C:6]3[CH:7]=[CH:8][CH:9]=[C:4]4[C:5]=3[NH:28][N:29]([CH2:30][CH2:31][O:32][CH3:33])[C:34]4=[O:36])=[CH:13][CH:14]=2)=[C:19]([O:26][CH3:27])[CH:20]=1, predict the reactants needed to synthesize it. (2) The reactants are: B(Cl)(Cl)Cl.C([O:12][C@H:13]1[C@H:17]([O:18]CC2C=CC=CC=2)[C@@H:16]([CH2:26][O:27]CC2C=CC=CC=2)[S:15][CH:14]1[N:35]1[CH:42]=[CH:41][C:39]([NH2:40])=[N:38][C:36]1=[O:37])C1C=CC=CC=1. Given the product [CH:14]1([N:35]2[CH:42]=[CH:41][C:39]([NH2:40])=[N:38][C:36]2=[O:37])[S:15][C@H:16]([CH2:26][OH:27])[C@@H:17]([OH:18])[C@@H:13]1[OH:12], predict the reactants needed to synthesize it.